Dataset: Full USPTO retrosynthesis dataset with 1.9M reactions from patents (1976-2016). Task: Predict the reactants needed to synthesize the given product. (1) The reactants are: [C:1]([C:4]1[C:5]([NH:25][C:26]2[CH:31]=[CH:30][CH:29]=[CH:28][C:27]=2[NH:32]C(=O)OC(C)(C)C)=[N:6][C:7]([NH:10][C:11]2[CH:16]=[CH:15][C:14]([N:17]3[CH2:22][CH2:21][O:20][CH2:19][CH2:18]3)=[CH:13][C:12]=2[O:23][CH3:24])=[N:8][CH:9]=1)(=[O:3])[CH3:2].CO. Given the product [NH2:32][C:27]1[CH:28]=[CH:29][CH:30]=[CH:31][C:26]=1[NH:25][C:5]1[C:4]([C:1](=[O:3])[CH3:2])=[CH:9][N:8]=[C:7]([NH:10][C:11]2[CH:16]=[CH:15][C:14]([N:17]3[CH2:22][CH2:21][O:20][CH2:19][CH2:18]3)=[CH:13][C:12]=2[O:23][CH3:24])[N:6]=1, predict the reactants needed to synthesize it. (2) The reactants are: [F:1][C:2]1([F:29])[CH2:7][CH2:6][N:5]([C:8]([C:10]2[NH:11][C:12]3[C:17]([CH:18]=2)=[CH:16][C:15]([O:19][CH:20]2[CH2:25][CH2:24][N:23]([CH:26]([CH3:28])[CH3:27])[CH2:22][CH2:21]2)=[CH:14][CH:13]=3)=[O:9])[CH2:4][CH2:3]1.[F:30][C:31]1[CH:38]=[CH:37][C:34]([CH2:35]Br)=[CH:33][CH:32]=1. Given the product [F:29][C:2]1([F:1])[CH2:7][CH2:6][N:5]([C:8]([C:10]2[N:11]([CH2:35][C:34]3[CH:37]=[CH:38][C:31]([F:30])=[CH:32][CH:33]=3)[C:12]3[C:17]([CH:18]=2)=[CH:16][C:15]([O:19][CH:20]2[CH2:25][CH2:24][N:23]([CH:26]([CH3:27])[CH3:28])[CH2:22][CH2:21]2)=[CH:14][CH:13]=3)=[O:9])[CH2:4][CH2:3]1, predict the reactants needed to synthesize it. (3) The reactants are: [Cl:1][C:2]1[CH:7]=[CH:6][CH:5]=[CH:4][C:3]=1[CH:8]([C:20]1[CH:28]=[CH:27][C:23]([C:24](O)=[O:25])=[C:22]([F:29])[CH:21]=1)[CH2:9][C:10]([C:12]1[CH:17]=[CH:16][C:15](=[O:18])[N:14]([CH3:19])[CH:13]=1)=[O:11].Cl.[CH3:31][O:32][C:33]([C@H:35]1[CH2:40][CH2:39][C@H:38]([NH2:41])[CH2:37][CH2:36]1)=[O:34].CN([P+](ON1N=NC2C=CC=CC1=2)(N(C)C)N(C)C)C.F[P-](F)(F)(F)(F)F. Given the product [CH3:31][O:32][C:33]([C@H:35]1[CH2:40][CH2:39][C@H:38]([NH:41][C:24](=[O:25])[C:23]2[CH:27]=[CH:28][C:20]([CH:8]([C:3]3[CH:4]=[CH:5][CH:6]=[CH:7][C:2]=3[Cl:1])[CH2:9][C:10]([C:12]3[CH:17]=[CH:16][C:15](=[O:18])[N:14]([CH3:19])[CH:13]=3)=[O:11])=[CH:21][C:22]=2[F:29])[CH2:37][CH2:36]1)=[O:34], predict the reactants needed to synthesize it. (4) Given the product [C:1]([C:5]1[CH:6]=[C:7]([NH:20][C:21]([NH:23][C@@H:24]2[C:33]3[C:28](=[CH:29][CH:30]=[CH:31][CH:32]=3)[C@H:27]([O:34][C:35]3[CH:36]=[CH:37][C:38]4[N:39]([C:41]([CH:44]([CH3:46])[CH3:45])=[N:42][N:43]=4)[CH:40]=3)[CH2:26][CH2:25]2)=[O:22])[N:8]([CH2:10][CH2:11][OH:12])[N:9]=1)([CH3:4])([CH3:3])[CH3:2], predict the reactants needed to synthesize it. The reactants are: [C:1]([C:5]1[CH:6]=[C:7]([NH:20][C:21]([NH:23][C@@H:24]2[C:33]3[C:28](=[CH:29][CH:30]=[CH:31][CH:32]=3)[C@H:27]([O:34][C:35]3[CH:36]=[CH:37][C:38]4[N:39]([C:41]([CH:44]([CH3:46])[CH3:45])=[N:42][N:43]=4)[CH:40]=3)[CH2:26][CH2:25]2)=[O:22])[N:8]([CH2:10][CH2:11][O:12][Si](C(C)(C)C)(C)C)[N:9]=1)([CH3:4])([CH3:3])[CH3:2].CCCC[N+](CCCC)(CCCC)CCCC.[F-].